This data is from Forward reaction prediction with 1.9M reactions from USPTO patents (1976-2016). The task is: Predict the product of the given reaction. (1) Given the reactants Cl.[NH2:2][C@H:3]([CH2:9][CH2:10][CH:11]1[CH2:16][CH2:15][CH2:14][CH2:13][CH2:12]1)[C:4]([O:6]CC)=[O:5].[OH-].[Na+:18], predict the reaction product. The product is: [NH2:2][C@H:3]([CH2:9][CH2:10][CH:11]1[CH2:16][CH2:15][CH2:14][CH2:13][CH2:12]1)[C:4]([O-:6])=[O:5].[Na+:18]. (2) Given the reactants C(=O)([O-])[O-:2].[Na+].[Na+].C([O:9][C:10](=[O:20])[CH2:11][C:12]1[CH:17]=[C:16](Cl)[N:15]=[N:14][C:13]=1Cl)C.[OH2:21], predict the reaction product. The product is: [OH:21][C:16]1[CH:17]=[C:12]([CH2:11][C:10]([OH:9])=[O:20])[C:13](=[O:2])[NH:14][N:15]=1. (3) Given the reactants Cl.[CH2:2]([N:5]1[C@H:10]([CH3:11])[CH2:9][N:8]([C@H:12]([C:20]2[CH:32]=[CH:31][C:23]([C:24]([N:26]([CH2:29][CH3:30])[CH2:27][CH3:28])=[O:25])=[CH:22][CH:21]=2)[C:13]2[CH:18]=[CH:17][CH:16]=[C:15]([OH:19])[CH:14]=2)[C@@H:7]([CH3:33])[CH2:6]1)[CH:3]=[CH2:4].C(N(CC)CC)C.C1C=CC(N([S:48]([C:51]([F:54])([F:53])[F:52])(=[O:50])=[O:49])[S:48]([C:51]([F:54])([F:53])[F:52])(=[O:50])=[O:49])=CC=1, predict the reaction product. The product is: [CH2:2]([N:5]1[C@H:10]([CH3:11])[CH2:9][N:8]([C@H:12]([C:20]2[CH:21]=[CH:22][C:23]([C:24]([N:26]([CH2:27][CH3:28])[CH2:29][CH3:30])=[O:25])=[CH:31][CH:32]=2)[C:13]2[CH:18]=[CH:17][CH:16]=[C:15]([O:19][S:48]([C:51]([F:54])([F:53])[F:52])(=[O:50])=[O:49])[CH:14]=2)[C@@H:7]([CH3:33])[CH2:6]1)[CH:3]=[CH2:4]. (4) Given the reactants [Cl:1][C:2]1[CH:7]=[CH:6][CH:5]=[C:4]([N:8]=[C:9]=[O:10])[CH:3]=1.[C:11]([N:15]1[CH2:20][CH2:19][N:18](C(OC(C)(C)C)=O)[C@@H:17]([C:28]([N:30]2[CH2:35][CH2:34][NH:33][CH2:32][CH2:31]2)=[O:29])[CH2:16]1)([CH3:14])([CH3:13])[CH3:12], predict the reaction product. The product is: [NH3:8].[CH3:9][OH:10].[C:11]([N:15]1[CH2:20][CH2:19][NH:18][C@@H:17]([C:28]([N:30]2[CH2:35][CH2:34][N:33]([C:9]([NH:8][C:4]3[CH:5]=[CH:6][CH:7]=[C:2]([Cl:1])[CH:3]=3)=[O:10])[CH2:32][CH2:31]2)=[O:29])[CH2:16]1)([CH3:14])([CH3:12])[CH3:13]. (5) Given the reactants Cl[CH2:2]/[CH:3]=[CH:4]\[CH2:5][O:6][CH:7]1[CH2:12][CH2:11][CH2:10][CH2:9][O:8]1.[C:13]([O:21][CH2:22][CH3:23])(=[O:20])[CH2:14][C:15]([O:17][CH2:18][CH3:19])=[O:16].[H-].[Na+], predict the reaction product. The product is: [O:8]1[CH2:9][CH2:10][CH2:11][CH2:12][CH:7]1[O:6][CH2:5]/[CH:4]=[CH:3]\[CH2:2][CH:14]([C:15]([O:17][CH2:18][CH3:19])=[O:16])[C:13]([O:21][CH2:22][CH3:23])=[O:20].